This data is from Full USPTO retrosynthesis dataset with 1.9M reactions from patents (1976-2016). The task is: Predict the reactants needed to synthesize the given product. (1) Given the product [OH:1][CH:2]([CH3:18])[CH2:3][CH2:4][NH:5][C:6]([C@H:8]1[C:13]([CH3:15])([CH3:14])[CH2:12][O:11][C:10]([CH3:17])([CH3:16])[O:9]1)=[O:7], predict the reactants needed to synthesize it. The reactants are: [O:1]=[CH:2][CH2:3][CH2:4][NH:5][C:6]([C@H:8]1[C:13]([CH3:15])([CH3:14])[CH2:12][O:11][C:10]([CH3:17])([CH3:16])[O:9]1)=[O:7].[CH3:18][Mg+].[Br-]. (2) The reactants are: [N+:1]([C:4]1[CH:12]=[C:8]([C:9]([OH:11])=O)[C:7]([NH2:13])=[CH:6][C:5]=1[O:14][CH2:15][CH2:16][CH2:17][OH:18])([O-:3])=[O:2].C([O-])([O-])OC.C([O-])(=O)C.[NH4+:28].[CH3:29]O. Given the product [N+:1]([C:4]1[CH:12]=[C:8]2[C:7](=[CH:6][C:5]=1[O:14][CH2:15][CH2:16][CH2:17][OH:18])[N:13]=[CH:29][NH:28][C:9]2=[O:11])([O-:3])=[O:2], predict the reactants needed to synthesize it. (3) Given the product [NH2:1][C:2]1[C:10]2[C:9](=[O:11])[N:8]([CH2:25][CH2:26][OH:27])[C:7](=[O:12])[C:6]=2[C:5]([NH2:13])=[C:4]2[C:14](=[O:23])[C:15]3[C:20]([C:21](=[O:22])[C:3]=12)=[CH:19][CH:18]=[CH:17][CH:16]=3, predict the reactants needed to synthesize it. The reactants are: [NH2:1][C:2]1[C:10]2[C:9](=[O:11])[NH:8][C:7](=[O:12])[C:6]=2[C:5]([NH2:13])=[C:4]2[C:14](=[O:23])[C:15]3[C:20]([C:21](=[O:22])[C:3]=12)=[CH:19][CH:18]=[CH:17][CH:16]=3.N[CH2:25][CH2:26][OH:27]. (4) Given the product [CH2:13]([O:12][C:4]1[CH:5]=[C:6]([N+:9]([O-:11])=[O:10])[CH:7]=[CH:8][C:3]=1[O:2][CH3:1])[C:14]1[CH:19]=[CH:18][CH:17]=[CH:16][CH:15]=1, predict the reactants needed to synthesize it. The reactants are: [CH3:1][O:2][C:3]1[CH:8]=[CH:7][C:6]([N+:9]([O-:11])=[O:10])=[CH:5][C:4]=1[OH:12].[CH2:13](Br)[C:14]1[CH:19]=[CH:18][CH:17]=[CH:16][CH:15]=1.C(=O)([O-])[O-].[Cs+].[Cs+]. (5) Given the product [CH3:18][O:17][N:15]([CH3:16])[C:13]([C:11]1[C:12]2[CH2:3][CH2:4][CH2:5][C:6]3[C:7](=[N:34][C:32]([O:31][CH3:30])=[N:33][CH:21]=3)[C:8]=2[N:9]([CH3:19])[N:10]=1)=[O:14], predict the reactants needed to synthesize it. The reactants are: C([CH:3]1[C:12]2[C:11]([C:13]([N:15]([O:17][CH3:18])[CH3:16])=[O:14])=[N:10][N:9]([CH3:19])[C:8]=2[C:7](=O)/[C:6](=[CH:21]/N(C)C)/[CH2:5][CH2:4]1)C.S(O)(O)(=O)=O.[CH3:30][O:31][C:32](=[NH:34])[NH2:33].C([O-])([O-])=O.[K+].[K+]. (6) Given the product [F:1][C:2]([F:30])([F:29])[C:3]1[CH:4]=[C:5]([C@H:13]2[O:17][C:16](=[O:18])[N:15]([CH2:19][C:20]3[CH:25]=[C:24]([F:26])[CH:23]=[CH:22][C:21]=3[C:35]3[CH:36]=[C:37]([CH:38]([CH3:40])[CH3:39])[C:32]([F:31])=[CH:33][C:34]=3[O:44][CH3:45])[C@H:14]2[CH3:28])[CH:6]=[C:7]([C:9]([F:12])([F:11])[F:10])[CH:8]=1, predict the reactants needed to synthesize it. The reactants are: [F:1][C:2]([F:30])([F:29])[C:3]1[CH:4]=[C:5]([C@H:13]2[O:17][C:16](=[O:18])[N:15]([CH2:19][C:20]3[CH:25]=[C:24]([F:26])[CH:23]=[CH:22][C:21]=3Br)[C@H:14]2[CH3:28])[CH:6]=[C:7]([C:9]([F:12])([F:11])[F:10])[CH:8]=1.[F:31][C:32]1[C:37]([CH:38]([CH3:40])[CH3:39])=[CH:36][C:35](B(O)O)=[C:34]([O:44][CH3:45])[CH:33]=1.[OH-].[K+].